Dataset: Retrosynthesis with 50K atom-mapped reactions and 10 reaction types from USPTO. Task: Predict the reactants needed to synthesize the given product. (1) Given the product COc1cccc(NC(=O)C(C)(C)c2cccc(S(=O)(=O)/C=C/C#N)c2)c1, predict the reactants needed to synthesize it. The reactants are: CC(C)(C(=O)O)c1cccc(S(=O)(=O)/C=C/C#N)c1.COc1cccc(N)c1. (2) The reactants are: CC(=O)Nc1ccc(C=O)cc1.CCOC(=O)CC#N. Given the product CCOC(=O)C(C#N)=Cc1ccc(NC(C)=O)cc1, predict the reactants needed to synthesize it.